This data is from Reaction yield outcomes from USPTO patents with 853,638 reactions. The task is: Predict the reaction yield, written as a fraction of the theoretical maximum amount of product (1.0 means a 100% yield; for example, 0.34 means a 34% yield). (1) The reactants are [NH2:1][C:2]1[CH:25]=[CH:24][C:5]([O:6][C:7]2[C:16]3[C:11](=[CH:12][C:13]([O:19][CH2:20][C@H:21]4[CH2:23][O:22]4)=[C:14]([C:17]#[N:18])[CH:15]=3)[N:10]=[CH:9][CH:8]=2)=[CH:4][C:3]=1[Cl:26].[CH2:27]([NH:29][CH2:30][CH3:31])[CH3:28]. The catalyst is O1CCCC1. The product is [NH2:1][C:2]1[CH:25]=[CH:24][C:5]([O:6][C:7]2[C:16]3[C:11](=[CH:12][C:13]([O:19][CH2:20][C@H:21]([OH:22])[CH2:23][N:29]([CH2:30][CH3:31])[CH2:27][CH3:28])=[C:14]([C:17]#[N:18])[CH:15]=3)[N:10]=[CH:9][CH:8]=2)=[CH:4][C:3]=1[Cl:26]. The yield is 0.842. (2) The reactants are C(OC(=O)[NH:7][C:8]1[CH:13]=[CH:12][C:11]([CH2:14][S:15][C:16]2[NH:17][C:18](=[O:32])[C:19]([C:30]#[N:31])=[C:20]([C:22]3[CH:27]=[CH:26][CH:25]=[C:24]([O:28][CH3:29])[CH:23]=3)[N:21]=2)=[CH:10][CH:9]=1)(C)(C)C.C1(O)C=CC=CC=1.Cl[Si](Cl)(Cl)Cl. The catalyst is ClCCl. The product is [NH2:7][C:8]1[CH:13]=[CH:12][C:11]([CH2:14][S:15][C:16]2[NH:17][C:18](=[O:32])[C:19]([C:30]#[N:31])=[C:20]([C:22]3[CH:27]=[CH:26][CH:25]=[C:24]([O:28][CH3:29])[CH:23]=3)[N:21]=2)=[CH:10][CH:9]=1. The yield is 0.620. (3) The reactants are O=[C:2]1[CH2:6][N:5]([C:7]([O:9][CH2:10][C:11]2[CH:16]=[CH:15][CH:14]=[CH:13][CH:12]=2)=[O:8])[CH2:4][CH:3]1[C:17]([O:19][CH3:20])=[O:18].Cl.[CH3:22][O:23][NH2:24]. The catalyst is N1C=CC=CC=1. The product is [CH3:22][O:23][N:24]=[C:2]1[CH2:6][N:5]([C:7]([O:9][CH2:10][C:11]2[CH:16]=[CH:15][CH:14]=[CH:13][CH:12]=2)=[O:8])[CH2:4][CH:3]1[C:17]([O:19][CH3:20])=[O:18]. The yield is 0.950. (4) The reactants are C1(OC)C=CC=CC=1.COC1C=CC(C[O:16][C:17](=[O:64])[CH:18]([NH:33][C:34]([NH:36][CH:37]([C:52]([O:54]CC2C=CC(OC)=CC=2)=[O:53])[CH2:38][CH2:39][CH2:40][CH2:41][NH:42][C:43](=[O:51])[C:44]2[CH:49]=[CH:48][C:47]([I:50])=[CH:46][CH:45]=2)=[O:35])[CH2:19][CH2:20][C:21]([O:23]CC2C=CC(OC)=CC=2)=[O:22])=CC=1. The catalyst is C(O)(C(F)(F)F)=O. The product is [C:52]([CH:37]([NH:36][C:34](=[O:35])[NH:33][CH:18]([CH2:19][CH2:20][C:21]([OH:23])=[O:22])[C:17]([OH:64])=[O:16])[CH2:38][CH2:39][CH2:40][CH2:41][NH:42][C:43](=[O:51])[C:44]1[CH:45]=[CH:46][C:47]([I:50])=[CH:48][CH:49]=1)([OH:54])=[O:53]. The yield is 0.570. (5) The reactants are [C:1]([OH:13])(=O)[CH2:2][CH2:3][CH2:4][CH2:5][CH2:6][CH2:7][CH2:8][CH2:9][C:10]#[CH:11].[NH2:14][C@@H:15]1[C@H:19]2[O:20][CH2:21][C@H:22]([NH:23][C:24]([CH:26]3[CH2:28][CH2:27]3)=[O:25])[C@H:18]2[O:17][CH2:16]1. No catalyst specified. The product is [C:1]([NH:14][C@@H:15]1[C@H:19]2[O:20][CH2:21][C@H:22]([NH:23][C:24]([CH:26]3[CH2:27][CH2:28]3)=[O:25])[C@H:18]2[O:17][CH2:16]1)(=[O:13])[CH2:2][CH2:3][CH2:4][CH2:5][CH2:6][CH2:7][CH2:8][CH2:9][C:10]#[CH:11]. The yield is 0.259. (6) The reactants are Cl[C:2]1[CH:7]=[CH:6][CH:5]=[CH:4][N:3]=1.CCN(C(C)C)C(C)C.[NH:17]1[CH2:23][CH2:22][CH2:21][NH:20][CH2:19][CH2:18]1. The catalyst is CC(N(C)C)=O. The product is [N:3]1[CH:4]=[CH:5][CH:6]=[CH:7][C:2]=1[N:17]1[CH2:23][CH2:22][CH2:21][NH:20][CH2:19][CH2:18]1. The yield is 0.720. (7) The reactants are [CH:1](NC(C)C)(C)C.[Li]CCCC.[C:13]([CH:15]1[CH2:18][N:17]([C:19]([O:21][C:22]([CH3:25])([CH3:24])[CH3:23])=[O:20])[CH2:16]1)#[N:14].IC. The catalyst is C1COCC1. The product is [C:13]([C:15]1([CH3:1])[CH2:18][N:17]([C:19]([O:21][C:22]([CH3:25])([CH3:24])[CH3:23])=[O:20])[CH2:16]1)#[N:14]. The yield is 0.320. (8) The reactants are [CH3:1][N:2]([S:20]([C:23]1[S:24][CH:25]=[CH:26][CH:27]=1)(=[O:22])=[O:21])[C:3]1[CH:4]=[C:5]([O:15][C:16]([F:19])([F:18])[F:17])[CH:6]=[C:7]2[C:11]=1[NH:10][C:9]([C:12](O)=[O:13])=[CH:8]2.[N:28]1(O)C2C=CC=CC=2N=N1.Cl.CN(C)CCCN=C=NCC.N. The catalyst is O.CN(C)C=O. The product is [CH3:1][N:2]([S:20]([C:23]1[S:24][CH:25]=[CH:26][CH:27]=1)(=[O:21])=[O:22])[C:3]1[CH:4]=[C:5]([O:15][C:16]([F:19])([F:18])[F:17])[CH:6]=[C:7]2[C:11]=1[NH:10][C:9]([C:12]([NH2:28])=[O:13])=[CH:8]2. The yield is 0.790. (9) The reactants are [CH3:1][O:2][C:3]1[C:8]([CH:9]=[O:10])=[C:7]([C:11]([F:14])([F:13])[F:12])[N:6]=[CH:5][N:4]=1.[BH4-].[Na+]. The catalyst is C(O)C. The product is [CH3:1][O:2][C:3]1[C:8]([CH2:9][OH:10])=[C:7]([C:11]([F:13])([F:12])[F:14])[N:6]=[CH:5][N:4]=1. The yield is 0.970. (10) The reactants are [NH2:1][C:2]1[C:7]([C:8](O)=[O:9])=[C:6]([F:11])[C:5]([Br:12])=[CH:4][CH:3]=1.B.C1COCC1. The catalyst is C1COCC1. The product is [NH2:1][C:2]1[C:7]([CH2:8][OH:9])=[C:6]([F:11])[C:5]([Br:12])=[CH:4][CH:3]=1. The yield is 0.980.